Dataset: Forward reaction prediction with 1.9M reactions from USPTO patents (1976-2016). Task: Predict the product of the given reaction. (1) Given the reactants [CH:1]1([C:4]([C:6]2[CH:7]=[N:8][C:9]3[C:14]([C:15]=2[NH:16][C:17]2[CH:18]=[CH:19][C:20]([N:23]4[CH2:28][CH2:27][CH2:26][C@@H:25]([NH:29]C(=O)OC(C)(C)C)[CH2:24]4)=[N:21][CH:22]=2)=[N:13][C:12]([C:37]2[CH:42]=[C:41]([Cl:43])[C:40]([OH:44])=[C:39]([Cl:45])[CH:38]=2)=[CH:11][CH:10]=3)=[O:5])[CH2:3][CH2:2]1.C(O)(C(F)(F)F)=O.FC(F)(F)C([O-])=O, predict the reaction product. The product is: [NH2:29][C@@H:25]1[CH2:26][CH2:27][CH2:28][N:23]([C:20]2[N:21]=[CH:22][C:17]([NH:16][C:15]3[C:14]4[C:9](=[CH:10][CH:11]=[C:12]([C:37]5[CH:38]=[C:39]([Cl:45])[C:40]([OH:44])=[C:41]([Cl:43])[CH:42]=5)[N:13]=4)[N:8]=[CH:7][C:6]=3[C:4]([CH:1]3[CH2:3][CH2:2]3)=[O:5])=[CH:18][CH:19]=2)[CH2:24]1. (2) Given the reactants [CH:1]([C:3]1[CH:11]=[CH:10][CH:9]=[CH:8][C:4]=1[C:5]([OH:7])=[O:6])=[O:2].O=S(Cl)Cl.N1C=C[CH:19]=[CH:18][CH:17]=1.CC(O)C, predict the reaction product. The product is: [CH:1]([C:3]1[CH:11]=[CH:10][CH:9]=[CH:8][C:4]=1[C:5]([O:7][CH:18]([CH3:19])[CH3:17])=[O:6])=[O:2]. (3) Given the reactants C[O:2][C:3](=[O:21])[C:4]1[CH:9]=[C:8]([S:10]([CH3:13])(=[O:12])=[O:11])[CH:7]=[CH:6][C:5]=1[O:14][C@@H:15]([CH3:20])[C:16]([F:19])([F:18])[F:17].[OH-].[Na+], predict the reaction product. The product is: [CH3:13][S:10]([C:8]1[CH:7]=[CH:6][C:5]([O:14][C@@H:15]([CH3:20])[C:16]([F:17])([F:18])[F:19])=[C:4]([CH:9]=1)[C:3]([OH:21])=[O:2])(=[O:12])=[O:11].